From a dataset of Forward reaction prediction with 1.9M reactions from USPTO patents (1976-2016). Predict the product of the given reaction. (1) Given the reactants [N:1]12[CH2:8][CH2:7][CH:4]([CH2:5][CH2:6]1)[C@@H:3]([O:9][C:10](=[O:41])[NH:11][C:12]1[CH:17]=[C:16](/[CH:18]=[CH:19]/[CH2:20][CH2:21][N:22]3[C:26]4[CH:27]=[CH:28][C:29]([CH2:31][CH:32]=O)=[CH:30][C:25]=4[O:24][C:23]3=[O:34])[CH:15]=[CH:14][C:13]=1[C:35]1[CH:40]=[CH:39][CH:38]=[CH:37][CH:36]=1)[CH2:2]2.C(O)(=O)C.[NH2:46][CH2:47][C@@H:48]([C:57]1[CH:66]=[CH:65][C:64]([OH:67])=[C:63]2[C:58]=1[CH:59]=[CH:60][C:61](=[O:68])[NH:62]2)[O:49][Si:50]([C:53]([CH3:56])([CH3:55])[CH3:54])([CH3:52])[CH3:51].CO.[Na], predict the reaction product. The product is: [N:1]12[CH2:8][CH2:7][CH:4]([CH2:5][CH2:6]1)[C@@H:3]([O:9][C:10](=[O:41])[NH:11][C:12]1[CH:17]=[C:16](/[CH:18]=[CH:19]/[CH2:20][CH2:21][N:22]3[C:26]4[CH:27]=[CH:28][C:29]([CH2:31][CH2:32][NH:46][CH2:47][C@H:48]([O:49][Si:50]([C:53]([CH3:56])([CH3:55])[CH3:54])([CH3:52])[CH3:51])[C:57]5[CH:66]=[CH:65][C:64]([OH:67])=[C:63]6[C:58]=5[CH:59]=[CH:60][C:61](=[O:68])[NH:62]6)=[CH:30][C:25]=4[O:24][C:23]3=[O:34])[CH:15]=[CH:14][C:13]=1[C:35]1[CH:36]=[CH:37][CH:38]=[CH:39][CH:40]=1)[CH2:2]2. (2) Given the reactants [OH:1][CH:2]1[CH2:7][CH2:6][CH2:5][CH2:4][CH:3]1[NH:8][C:9]([C:11]1[N:12]=[C:13]([C:25]2[CH:30]=[CH:29][C:28]([Cl:31])=[CH:27][C:26]=2[Cl:32])[N:14]([C:18]2[CH:23]=[CH:22][C:21]([OH:24])=[CH:20][CH:19]=2)[C:15]=1[CH2:16][OH:17])=[O:10].C(N(CC)CC)C.[F:40][C:41]([F:49])([F:48])[CH2:42][CH2:43][S:44](Cl)(=[O:46])=[O:45], predict the reaction product. The product is: [Cl:32][C:26]1[CH:27]=[C:28]([Cl:31])[CH:29]=[CH:30][C:25]=1[C:13]1[N:14]([C:18]2[CH:19]=[CH:20][C:21]([O:24][S:44]([CH2:43][CH2:42][C:41]([F:49])([F:48])[F:40])(=[O:46])=[O:45])=[CH:22][CH:23]=2)[C:15]([CH2:16][OH:17])=[C:11]([C:9](=[O:10])[NH:8][C@@H:3]2[CH2:4][CH2:5][CH2:6][CH2:7][C@@H:2]2[OH:1])[N:12]=1. (3) Given the reactants [NH2:1][C:2]1[N:7]=[CH:6][N:5]=[C:4]2[NH:8][N:9]=[C:10]([C:11]#[N:12])[C:3]=12.[H-].[Na+].Cl[CH:16]([C:18]1[C:27]([C:28]2[CH:29]=[N:30][CH:31]=[C:32]([F:34])[CH:33]=2)=[CH:26][C:25]2[C:20](=[CH:21][CH:22]=[C:23]([F:35])[CH:24]=2)[N:19]=1)[CH3:17], predict the reaction product. The product is: [NH2:1][C:2]1[N:7]=[CH:6][N:5]=[C:4]2[N:8]([CH:16]([C:18]3[C:27]([C:28]4[CH:29]=[N:30][CH:31]=[C:32]([F:34])[CH:33]=4)=[CH:26][C:25]4[C:20](=[CH:21][CH:22]=[C:23]([F:35])[CH:24]=4)[N:19]=3)[CH3:17])[N:9]=[C:10]([C:11]#[N:12])[C:3]=12. (4) Given the reactants C(OCC)C.O[CH:7]([CH2:13][C:14]([CH2:17][Si](C)(C)C)=[C:15]=[CH2:16])[CH2:8][CH2:9][C:10](=[O:12])[CH3:11].FC(F)(F)S(O[Si](C)(C)C)(=O)=O.O, predict the reaction product. The product is: [CH3:11][C:10]12[O:12][CH:7]([CH2:8][CH2:9]1)[CH2:13][C:14](=[CH2:17])[C:15]2=[CH2:16]. (5) Given the reactants Cl[C:2]1[C:11]2=[N:12][N:13](CC3C=CC(OC)=CC=3)[CH:14]=[C:10]2[C:9]2[CH:8]=[C:7]([O:24][CH3:25])[CH:6]=[CH:5][C:4]=2[N:3]=1.[CH3:26][N:27]([CH3:38])[CH2:28][CH2:29][O:30][C:31]1[N:36]=[CH:35][C:34]([NH2:37])=[CH:33][CH:32]=1.Cl, predict the reaction product. The product is: [CH3:26][N:27]([CH3:38])[CH2:28][CH2:29][O:30][C:31]1[N:36]=[CH:35][C:34]([NH:37][C:2]2[C:11]3=[N:12][NH:13][CH:14]=[C:10]3[C:9]3[CH:8]=[C:7]([O:24][CH3:25])[CH:6]=[CH:5][C:4]=3[N:3]=2)=[CH:33][CH:32]=1. (6) Given the reactants Br[C:2]1[CH:3]=[C:4]([C:7]([C:10]2[N:14]([CH:15]3[CH2:17][CH2:16]3)[C:13]([CH:18]3[CH2:20][CH2:19]3)=[N:12][N:11]=2)([CH3:9])[CH3:8])[S:5][CH:6]=1.[F:21][C:22]([F:27])([F:26])C([O-])=O.[Na+].O, predict the reaction product. The product is: [CH:18]1([C:13]2[N:14]([CH:15]3[CH2:17][CH2:16]3)[C:10]([C:7]([CH3:9])([C:4]3[S:5][CH:6]=[C:2]([C:22]([F:27])([F:26])[F:21])[CH:3]=3)[CH3:8])=[N:11][N:12]=2)[CH2:20][CH2:19]1.